Task: Predict which catalyst facilitates the given reaction.. Dataset: Catalyst prediction with 721,799 reactions and 888 catalyst types from USPTO (1) Product: [N:14]1[CH:9]=[CH:10][CH:11]=[CH:12][C:13]=1[C:15]([NH2:17])=[O:16]. The catalyst class is: 5. Reactant: C(OC(N[C:9]1[N:14]=[C:13]([C:15]([NH:17]CC2C=CC(NC(C3C=CC=CC=3C3C=CC(C(F)(F)F)=CC=3)=O)=CC=2)=[O:16])[CH:12]=[CH:11][CH:10]=1)=O)(C)(C)C.Cl.O1CCOCC1. (2) Reactant: C1(C)C=CC(S(O)(=O)=O)=CC=1.[OH:12][CH2:13][C:14]1[CH:15]=[C:16]([CH:19]=[CH:20][CH:21]=1)[C:17]#[N:18].[O:22]1[CH:27]=[CH:26][CH2:25][CH2:24][CH2:23]1.C(=O)(O)[O-].[Na+]. Product: [O:22]1[CH2:27][CH2:26][CH2:25][CH2:24][CH:23]1[O:12][CH2:13][C:14]1[CH:15]=[C:16]([CH:19]=[CH:20][CH:21]=1)[C:17]#[N:18]. The catalyst class is: 4. (3) Reactant: [Cl:1][C:2]1[C:7]([O:8][CH:9]2[CH2:13][CH2:12][NH:11][CH2:10]2)=[CH:6][C:5]([C:14]#[N:15])=[CH:4][C:3]=1[NH:16][C:17]1[N:22]=[C:21]([N:23]([CH:33]2[CH2:35][CH2:34]2)CC2C=CC(OC)=CC=2)[C:20]2=[N:36][CH:37]=[C:38]([C:39]#[N:40])[N:19]2[N:18]=1.[O:41]1[CH2:44][C:43](=O)[CH2:42]1.C(O)(=O)C.C([BH3-])#N.[Na+]. Product: [Cl:1][C:2]1[C:7]([O:8][CH:9]2[CH2:13][CH2:12][N:11]([CH:43]3[CH2:44][O:41][CH2:42]3)[CH2:10]2)=[CH:6][C:5]([C:14]#[N:15])=[CH:4][C:3]=1[NH:16][C:17]1[N:22]=[C:21]([NH:23][CH:33]2[CH2:35][CH2:34]2)[C:20]2=[N:36][CH:37]=[C:38]([C:39]#[N:40])[N:19]2[N:18]=1. The catalyst class is: 98. (4) The catalyst class is: 162. Reactant: [Br:1][C:2]1[N:7]=[C:6]([C:8]([OH:16])([CH3:15])[CH2:9]OS(C)(=O)=O)[C:5]([F:17])=[CH:4][CH:3]=1.[Cl-].[NH4+].[N-:20]=[N+:21]=[N-:22].[Na+]. Product: [N:20]([CH2:9][C:8]([C:6]1[C:5]([F:17])=[CH:4][CH:3]=[C:2]([Br:1])[N:7]=1)([OH:16])[CH3:15])=[N+:21]=[N-:22]. (5) Reactant: [Br:1][C:2]1[C:7](=[O:8])[NH:6][C:5]([C:9]([O:11][CH2:12][CH3:13])=[O:10])=[C:4]([Cl:14])[CH:3]=1.[CH3:15][O:16][C:17]1[CH:24]=[CH:23][C:20]([CH2:21]Cl)=[CH:19][CH:18]=1.C(=O)([O-])[O-].[K+].[K+]. Product: [Br:1][C:2]1[C:7](=[O:8])[N:6]([CH2:21][C:20]2[CH:23]=[CH:24][C:17]([O:16][CH3:15])=[CH:18][CH:19]=2)[C:5]([C:9]([O:11][CH2:12][CH3:13])=[O:10])=[C:4]([Cl:14])[CH:3]=1. The catalyst class is: 35. (6) Reactant: [CH3:1][CH:2]([CH3:34])[C@H:3]([NH:8][S:9]([C:12]1[CH:13]=[CH:14][C:15]2[C:19]3[CH:20]=[CH:21][C:22](B4OC(C)(C)C(C)(C)O4)=[CH:23][C:18]=3[O:17][C:16]=2[CH:33]=1)(=[O:11])=[O:10])[C:4]([O:6][CH3:7])=[O:5].Br[C:36]1[S:37][C:38]2[CH:44]=[CH:43][CH:42]=[CH:41][C:39]=2[N:40]=1.C([O-])([O-])=O.[K+].[K+].COCCOC. Product: [S:37]1[C:38]2[CH:44]=[CH:43][CH:42]=[CH:41][C:39]=2[N:40]=[C:36]1[C:22]1[CH:21]=[CH:20][C:19]2[C:15]3[CH:14]=[CH:13][C:12]([S:9]([NH:8][C@@H:3]([CH:2]([CH3:1])[CH3:34])[C:4]([O:6][CH3:7])=[O:5])(=[O:11])=[O:10])=[CH:33][C:16]=3[O:17][C:18]=2[CH:23]=1. The catalyst class is: 103. (7) Reactant: [CH3:1][C:2]1[CH:7]=[CH:6][C:5]([CH2:8][C:9]#[N:10])=[CH:4][CH:3]=1.[NH:11]([C:13](=[S:15])[NH2:14])N.O. Product: [CH3:1][C:2]1[CH:7]=[CH:6][C:5]([CH2:8][C:9]2[S:15][C:13]([NH2:14])=[N:11][N:10]=2)=[CH:4][CH:3]=1. The catalyst class is: 55. (8) Reactant: [NH2:1][CH:2]([CH2:5][OH:6])[CH2:3][OH:4].[C:7]([NH:10][C:11]1[S:12][C:13]([S:17](Cl)(=[O:19])=[O:18])=[C:14]([CH3:16])[N:15]=1)(=[O:9])[CH3:8].C(N(CC)CC)C. Product: [OH:4][CH2:3][CH:2]([NH:1][S:17]([C:13]1[S:12][C:11]([NH:10][C:7](=[O:9])[CH3:8])=[N:15][C:14]=1[CH3:16])(=[O:18])=[O:19])[CH2:5][OH:6]. The catalyst class is: 1.